Predict the product of the given reaction. From a dataset of Forward reaction prediction with 1.9M reactions from USPTO patents (1976-2016). (1) The product is: [CH3:1][S:2]([C:5]1[CH:6]=[C:7]([NH:11][C:12]2[N:17]=[C:16]([N:18]3[C:22]([CH3:23])=[CH:21][C:20]([C:24]([F:26])([F:27])[F:25])=[N:19]3)[C:15]([C:28]3[CH:29]=[C:30](/[CH:34]=[CH:35]/[C:36]([OH:38])=[O:37])[CH:31]=[CH:32][CH:33]=3)=[CH:14][N:13]=2)[CH:8]=[CH:9][CH:10]=1)(=[O:3])=[O:4]. Given the reactants [CH3:1][S:2]([C:5]1[CH:6]=[C:7]([NH:11][C:12]2[N:17]=[C:16]([N:18]3[C:22]([CH3:23])=[CH:21][C:20]([C:24]([F:27])([F:26])[F:25])=[N:19]3)[C:15]([C:28]3[CH:29]=[C:30](/[CH:34]=[CH:35]/[C:36]([O:38]CC)=[O:37])[CH:31]=[CH:32][CH:33]=3)=[CH:14][N:13]=2)[CH:8]=[CH:9][CH:10]=1)(=[O:4])=[O:3].[OH-].[Na+], predict the reaction product. (2) Given the reactants [F:1][C:2]1[CH:7]=[CH:6][C:5]([C:8]2[NH:9][C:10]3[C:15]([CH:16]=2)=[CH:14][CH:13]=[CH:12][CH:11]=3)=[CH:4][CH:3]=1.[Cl-].[CH3:18][O:19][C:20]1[CH:21]=[C:22]([CH:27]=[CH:28][C:29]=1[O:30][CH3:31])[CH:23]=[N+:24]([CH3:26])[CH3:25].COC1C=C(C=CC=1OC)C=O.CNC, predict the reaction product. The product is: [CH3:18][O:19][C:20]1[CH:21]=[C:22]([CH:23]([N:24]([CH3:26])[CH3:25])[C:16]2[C:15]3[C:10](=[CH:11][CH:12]=[CH:13][CH:14]=3)[NH:9][C:8]=2[C:5]2[CH:4]=[CH:3][C:2]([F:1])=[CH:7][CH:6]=2)[CH:27]=[CH:28][C:29]=1[O:30][CH3:31]. (3) Given the reactants O[CH2:2][CH:3]([CH2:14][O:15][C:16]([C:29]1[CH:34]=[CH:33][CH:32]=[CH:31][CH:30]=1)([C:23]1[CH:28]=[CH:27][CH:26]=[CH:25][CH:24]=1)[C:17]1[CH:22]=[CH:21][CH:20]=[CH:19][CH:18]=1)[CH2:4][CH2:5][N:6]1[CH:11]=[CH:10][C:9](=[O:12])[NH:8][C:7]1=[O:13].C1(P(C2C=CC=CC=2)C2C=CC=CC=2)C=CC=CC=1.C(Br)(Br)(Br)[Br:55].C([O-])(O)=O.[Na+], predict the reaction product. The product is: [Br:55][CH2:2][CH:3]([CH2:14][O:15][C:16]([C:29]1[CH:34]=[CH:33][CH:32]=[CH:31][CH:30]=1)([C:23]1[CH:28]=[CH:27][CH:26]=[CH:25][CH:24]=1)[C:17]1[CH:22]=[CH:21][CH:20]=[CH:19][CH:18]=1)[CH2:4][CH2:5][N:6]1[CH:11]=[CH:10][C:9](=[O:12])[NH:8][C:7]1=[O:13]. (4) The product is: [C:28]([N:32]([CH3:33])[C:20]([C:19]1[C:15]2[CH2:14][O:13][C:8]3[CH:9]=[C:10]([O:11][CH3:12])[C:5]([CH2:1][CH:2]([CH3:4])[CH3:3])=[CH:6][C:7]=3[C:16]=2[N:17]([C:23]2[CH:27]=[CH:26][S:25][CH:24]=2)[N:18]=1)=[O:21])([CH3:31])([CH3:30])[CH3:29]. Given the reactants [CH2:1]([C:5]1[C:10]([O:11][CH3:12])=[CH:9][C:8]2[O:13][CH2:14][C:15]3[C:19]([C:20](O)=[O:21])=[N:18][N:17]([C:23]4[CH:27]=[CH:26][S:25][CH:24]=4)[C:16]=3[C:7]=2[CH:6]=1)[CH:2]([CH3:4])[CH3:3].[C:28]([NH:32][CH3:33])([CH3:31])([CH3:30])[CH3:29].CN(C(ON1N=NC2C=CC=NC1=2)=[N+](C)C)C.F[P-](F)(F)(F)(F)F.C(N(C(C)C)CC)(C)C, predict the reaction product. (5) The product is: [OH:1][C:2]1[C:10]2[O:9][C:8]([C:11]([O:13][CH3:23])=[O:12])=[CH:7][C:6]=2[CH:5]=[C:4]([N+:14]([O-:16])=[O:15])[CH:3]=1. Given the reactants [OH:1][C:2]1[C:10]2[O:9][C:8]([C:11]([OH:13])=[O:12])=[CH:7][C:6]=2[CH:5]=[C:4]([N+:14]([O-:16])=[O:15])[CH:3]=1.S(=O)(=O)(O)O.O.[CH3:23]O, predict the reaction product. (6) Given the reactants [Al].[Cl:2][C:3]1[CH:4]=[C:5]([N:11]2[C:15](=[O:16])[C@:14]([CH2:18][C:19]3[CH:26]=[CH:25][C:22]([C:23]#[N:24])=[CH:21][CH:20]=3)([CH3:17])[N:13]3[CH:27]=[CH:28][N:29]=[C:12]23)[CH:6]=[C:7]([Cl:10])[C:8]=1[F:9].[I:30]N1C(=O)CCC1=O.C1(C)C=CC(S([O-])(=O)=O)=CC=1.[NH+]1C=CC=CC=1, predict the reaction product. The product is: [Cl:2][C:3]1[CH:4]=[C:5]([N:11]2[C:15](=[O:16])[C@:14]([CH2:18][C:19]3[CH:26]=[CH:25][C:22]([C:23]#[N:24])=[CH:21][CH:20]=3)([CH3:17])[N:13]3[C:27]([I:30])=[CH:28][N:29]=[C:12]23)[CH:6]=[C:7]([Cl:10])[C:8]=1[F:9]. (7) Given the reactants CC[N:3]([CH:7]([CH3:9])C)[CH:4]([CH3:6])C.C1C=CC2N(O)N=NC=2C=1.CCN=C=NCCCN(C)C.[N:31]1[CH:36]=[CH:35][CH:34]=[C:33]([N:37]2[CH:41]=[C:40]([C:42]([NH:44][CH2:45][C:46]([OH:48])=O)=[O:43])[N:39]=[N:38]2)[CH:32]=1.NC1C=NC=CC=1.FC(F)(F)C(O)=O.[F:63][C:64]([F:79])([F:78])[C:65]1[CH:77]=[CH:76][CH:75]=[CH:74][C:66]=1[O:67][CH:68]1CCNCC1.[Pb].O, predict the reaction product. The product is: [O:48]=[C:46]([N:3]1[CH2:4][CH2:6][CH:68]([O:67][C:66]2[CH:74]=[CH:75][CH:76]=[CH:77][C:65]=2[C:64]([F:63])([F:78])[F:79])[CH2:9][CH2:7]1)[CH2:45][NH:44][C:42]([C:40]1[N:39]=[N:38][N:37]([C:33]2[CH:32]=[N:31][CH:36]=[CH:35][CH:34]=2)[CH:41]=1)=[O:43]. (8) Given the reactants [C:1]1([C:25]2[CH:30]=[CH:29][CH:28]=[CH:27][CH:26]=2)[CH:6]=[CH:5][CH:4]=[C:3]([NH:7][C:8](=[O:24])[CH2:9][CH2:10][CH2:11][CH2:12][CH2:13][NH:14][C:15](=[O:23])[CH2:16][S:17][CH2:18][C:19]([O:21]C)=[O:20])[CH:2]=1.CO.O.[OH-].[Li+].Cl, predict the reaction product. The product is: [C:1]1([C:25]2[CH:30]=[CH:29][CH:28]=[CH:27][CH:26]=2)[CH:6]=[CH:5][CH:4]=[C:3]([NH:7][C:8](=[O:24])[CH2:9][CH2:10][CH2:11][CH2:12][CH2:13][NH:14][C:15](=[O:23])[CH2:16][S:17][CH2:18][C:19]([OH:21])=[O:20])[CH:2]=1.